From a dataset of Full USPTO retrosynthesis dataset with 1.9M reactions from patents (1976-2016). Predict the reactants needed to synthesize the given product. (1) Given the product [C:12]([O:16][C:17]([N:19]1[CH2:24][CH2:23][CH:22]([C:25]#[C:26][C:8]2[O:9][CH:10]=[C:6]([C:4]([O:3][CH2:1][CH3:2])=[O:5])[N:7]=2)[CH2:21][CH2:20]1)=[O:18])([CH3:15])([CH3:14])[CH3:13], predict the reactants needed to synthesize it. The reactants are: [CH2:1]([O:3][C:4]([C:6]1[N:7]=[C:8](Cl)[O:9][CH:10]=1)=[O:5])[CH3:2].[C:12]([O:16][C:17]([N:19]1[CH2:24][CH2:23][CH:22]([C:25]#[CH:26])[CH2:21][CH2:20]1)=[O:18])([CH3:15])([CH3:14])[CH3:13].CCN(CC)CC.CN(C=O)C. (2) Given the product [Br:28][C:22]1[CH:21]=[C:20]([CH:25]=[CH:24][C:23]=1[O:26][CH3:27])[O:19][C:15]1[C:16]([CH3:18])=[CH:17][C:12]([N:11]2[C:4](=[O:3])[NH:5][C:6](=[O:30])[C:7]([C:8]#[N:9])=[N:10]2)=[CH:13][C:14]=1[CH3:29], predict the reactants needed to synthesize it. The reactants are: C([O:3][C:4](=O)[NH:5][C:6](=[O:30])[C:7](=[N:10][NH:11][C:12]1[CH:17]=[C:16]([CH3:18])[C:15]([O:19][C:20]2[CH:25]=[CH:24][C:23]([O:26][CH3:27])=[C:22]([Br:28])[CH:21]=2)=[C:14]([CH3:29])[CH:13]=1)[C:8]#[N:9])C.C([O-])(=O)C.[K+].